Task: Binary Classification. Given a T-cell receptor sequence (or CDR3 region) and an epitope sequence, predict whether binding occurs between them.. Dataset: TCR-epitope binding with 47,182 pairs between 192 epitopes and 23,139 TCRs (1) The epitope is FTISVTTEIL. The TCR CDR3 sequence is CASSLGGDPGVGPQHF. Result: 0 (the TCR does not bind to the epitope). (2) The epitope is FLNGSCGSV. The TCR CDR3 sequence is CASSLTLGNTEAFF. Result: 0 (the TCR does not bind to the epitope). (3) The epitope is KTSVDCTMYI. The TCR CDR3 sequence is CASSLGQGTFTDTQYF. Result: 1 (the TCR binds to the epitope). (4) The epitope is FQPTNGVGY. The TCR CDR3 sequence is CAISLGQGLIHEQFF. Result: 0 (the TCR does not bind to the epitope).